From a dataset of Peptide-MHC class I binding affinity with 185,985 pairs from IEDB/IMGT. Regression. Given a peptide amino acid sequence and an MHC pseudo amino acid sequence, predict their binding affinity value. This is MHC class I binding data. (1) The peptide sequence is FTGEYLLRL. The MHC is HLA-A03:01 with pseudo-sequence HLA-A03:01. The binding affinity (normalized) is 0.0847. (2) The peptide sequence is EEIDWIKTD. The MHC is HLA-A26:01 with pseudo-sequence HLA-A26:01. The binding affinity (normalized) is 0.0847. (3) The peptide sequence is TIFDIVSKCI. The MHC is HLA-A02:02 with pseudo-sequence HLA-A02:02. The binding affinity (normalized) is 0.511. (4) The peptide sequence is RGYVFQGL. The MHC is HLA-B58:01 with pseudo-sequence HLA-B58:01. The binding affinity (normalized) is 0. (5) The peptide sequence is LLGLWGTAAL. The MHC is HLA-A68:02 with pseudo-sequence HLA-A68:02. The binding affinity (normalized) is 0.167. (6) The peptide sequence is YLFPSIDVF. The MHC is Mamu-B17 with pseudo-sequence Mamu-B17. The binding affinity (normalized) is 0.452. (7) The peptide sequence is FTMGVLCL. The MHC is H-2-Db with pseudo-sequence H-2-Db. The binding affinity (normalized) is 0.131. (8) The MHC is Mamu-B52 with pseudo-sequence Mamu-B52. The peptide sequence is RQFPRAFEF. The binding affinity (normalized) is 0.688.